The task is: Predict the product of the given reaction.. This data is from Forward reaction prediction with 1.9M reactions from USPTO patents (1976-2016). (1) Given the reactants [F:1][C:2]([F:6])([F:5])[CH2:3][OH:4].[H-].[Na+].Br[CH2:10][C:11]1[CH:20]=[CH:19][C:14]([C:15]([O:17][CH3:18])=[O:16])=[CH:13][CH:12]=1, predict the reaction product. The product is: [F:1][C:2]([F:6])([F:5])[CH2:3][O:4][CH2:10][C:11]1[CH:20]=[CH:19][C:14]([C:15]([O:17][CH3:18])=[O:16])=[CH:13][CH:12]=1. (2) Given the reactants [F:1][C:2]1[CH:7]=[CH:6][CH:5]=[CH:4][C:3]=1[CH2:8][O:9][C:10]1[CH:15]=[CH:14][C:13]([C@@H:16]2[N:20](C(OCC3C=CC=CC=3)=O)[C@@:19]([C:34]([NH:36][CH3:37])=[O:35])([CH2:31][O:32][CH3:33])[CH2:18][CH2:17]2)=[CH:12][CH:11]=1, predict the reaction product. The product is: [F:1][C:2]1[CH:7]=[CH:6][CH:5]=[CH:4][C:3]=1[CH2:8][O:9][C:10]1[CH:15]=[CH:14][C:13]([C@@H:16]2[NH:20][C@:19]([CH2:31][O:32][CH3:33])([C:34]([NH:36][CH3:37])=[O:35])[CH2:18][CH2:17]2)=[CH:12][CH:11]=1. (3) Given the reactants [CH2:1]([CH2:8][NH:9][C:10]1[C:19]2[CH2:18][CH2:17][C:16](C)([CH3:20])[CH2:15][C:14]=2[C:13]([C:22]#[N:23])=[C:12]([SH:24])[N:11]=1)[C:2]1[CH:7]=[CH:6][CH:5]=[CH:4][CH:3]=1.C(=O)([O-])[O-].[K+].[K+].Cl[CH2:32][C:33]([NH2:35])=[O:34], predict the reaction product. The product is: [NH2:23][C:22]1[C:13]2[C:12](=[N:11][C:10]([NH:9][CH2:8][CH2:1][C:2]3[CH:3]=[CH:4][CH:5]=[CH:6][CH:7]=3)=[C:19]3[CH2:18][C:16]([CH3:17])([CH3:20])[CH2:15][C:14]3=2)[S:24][C:32]=1[C:33]([NH2:35])=[O:34]. (4) Given the reactants Cl[C:2]([O:4][C:5]1[CH:10]=[CH:9][C:8]([N+:11]([O-:13])=[O:12])=[CH:7][CH:6]=1)=[O:3].[NH2:14][CH2:15][CH:16]1[C:18]2([CH2:23][CH2:22][N:21]([C:24]([O:26][C:27]([CH3:30])([CH3:29])[CH3:28])=[O:25])[CH2:20][CH2:19]2)[CH2:17]1, predict the reaction product. The product is: [N+:11]([C:8]1[CH:9]=[CH:10][C:5]([O:4][C:2]([NH:14][CH2:15][CH:16]2[C:18]3([CH2:19][CH2:20][N:21]([C:24]([O:26][C:27]([CH3:30])([CH3:29])[CH3:28])=[O:25])[CH2:22][CH2:23]3)[CH2:17]2)=[O:3])=[CH:6][CH:7]=1)([O-:13])=[O:12]. (5) Given the reactants C([O:3][CH:4]1C[CH2:8][CH2:7][N:6]([C:10]2[N:11]=[C:12]3[CH:22]=[C:21]([CH2:23][CH2:24][C:25]4[S:26][CH:27]=[C:28]([CH:30]5[CH2:33][CH2:32][CH2:31]5)[N:29]=4)[CH:20]=[CH:19][N:13]3[C:14](=[O:18])[C:15]=2[CH:16]=[O:17])[CH2:5]1)=O.C1(C2N=C(CCC3C=CN4C(=O)C=C(N5CCOCC5)N=C4C=3)SC=2)CCC1, predict the reaction product. The product is: [CH:30]1([C:28]2[N:29]=[C:25]([CH2:24][CH2:23][C:21]3[CH:20]=[CH:19][N:13]4[C:14](=[O:18])[C:15]([CH:16]=[O:17])=[C:10]([N:6]5[CH2:5][CH2:4][O:3][CH2:8][CH2:7]5)[N:11]=[C:12]4[CH:22]=3)[S:26][CH:27]=2)[CH2:33][CH2:32][CH2:31]1. (6) Given the reactants Br[C:2]1[CH:7]=[CH:6][C:5]([C:8]([OH:18])([CH:15]([CH3:17])[CH3:16])[CH2:9][N:10]2[CH:14]=[N:13][CH:12]=[N:11]2)=[CH:4][CH:3]=1.C([O-])([O-])=O.[K+].[K+].[Cl:25][C:26]1[CH:27]=[C:28]([OH:32])[CH:29]=[CH:30][CH:31]=1.O, predict the reaction product. The product is: [Cl:25][C:26]1[CH:27]=[C:28]([CH:29]=[CH:30][CH:31]=1)[O:32][C:2]1[CH:7]=[CH:6][C:5]([C:8]([OH:18])([CH:15]([CH3:17])[CH3:16])[CH2:9][N:10]2[CH:14]=[N:13][CH:12]=[N:11]2)=[CH:4][CH:3]=1. (7) The product is: [ClH:18].[Cl:18][C:2]1[C:11]2[C:6](=[CH:7][C:8]([O:14][CH3:15])=[C:9]([O:12][CH3:13])[CH:10]=2)[N:5]=[N:4][CH:3]=1. Given the reactants O[C:2]1[C:11]2[C:6](=[CH:7][C:8]([O:14][CH3:15])=[C:9]([O:12][CH3:13])[CH:10]=2)[N:5]=[N:4][CH:3]=1.S(Cl)([Cl:18])=O, predict the reaction product. (8) Given the reactants C(=O)([O-])[O-].[Cs+].[Cs+].[NH2:7][C:8]1[CH:13]=[CH:12][C:11]([OH:14])=[CH:10][C:9]=1[N+:15]([O-:17])=[O:16].CS(O[CH:23]1[CH2:28][CH2:27][N:26]([C:29]([O:31][C:32]([CH3:35])([CH3:34])[CH3:33])=[O:30])[CH2:25][CH2:24]1)(=O)=O, predict the reaction product. The product is: [NH2:7][C:8]1[CH:13]=[CH:12][C:11]([O:14][CH:23]2[CH2:28][CH2:27][N:26]([C:29]([O:31][C:32]([CH3:35])([CH3:34])[CH3:33])=[O:30])[CH2:25][CH2:24]2)=[CH:10][C:9]=1[N+:15]([O-:17])=[O:16].